Dataset: CYP3A4 inhibition data for predicting drug metabolism from PubChem BioAssay. Task: Regression/Classification. Given a drug SMILES string, predict its absorption, distribution, metabolism, or excretion properties. Task type varies by dataset: regression for continuous measurements (e.g., permeability, clearance, half-life) or binary classification for categorical outcomes (e.g., BBB penetration, CYP inhibition). Dataset: cyp3a4_veith. The compound is Cc1cc(OC(=O)c2cc(F)c(F)cc2Cl)nc(C)n1. The result is 0 (non-inhibitor).